From a dataset of Catalyst prediction with 721,799 reactions and 888 catalyst types from USPTO. Predict which catalyst facilitates the given reaction. Reactant: [NH2:1][C:2]1[CH:6]=[CH:5][S:4][C:3]=1[C:7]([NH2:9])=[O:8].[Cl:10][C:11]1[CH:12]=[C:13]2[C:18](=O)[O:17][C:15](=[O:16])[C:14]2=[CH:20][C:21]=1[Cl:22]. Product: [Cl:10][C:11]1[CH:12]=[C:13]2[C:14](=[CH:20][C:21]=1[Cl:22])[C:15](=[O:16])[N:1]([C:2]1[CH:6]=[CH:5][S:4][C:3]=1[C:7]([NH2:9])=[O:8])[C:18]2=[O:17]. The catalyst class is: 15.